The task is: Predict which catalyst facilitates the given reaction.. This data is from Catalyst prediction with 721,799 reactions and 888 catalyst types from USPTO. (1) Reactant: [Br:1][C:2]1[CH:8]=[C:7]([CH3:9])[C:5]([NH2:6])=[C:4]([CH3:10])[CH:3]=1.[CH:11]1([CH2:16][C:17](Cl)=[O:18])[CH2:15][CH2:14][CH2:13][CH2:12]1. Product: [Br:1][C:2]1[CH:8]=[C:7]([CH3:9])[C:5]([NH:6][C:17](=[O:18])[CH2:16][CH:11]2[CH2:15][CH2:14][CH2:13][CH2:12]2)=[C:4]([CH3:10])[CH:3]=1. The catalyst class is: 10. (2) Reactant: [Br:1][C:2]1[CH:20]=[CH:19][C:5]([CH2:6][CH:7]2[NH:14][CH2:13][C:12]3[CH:15]=[CH:16][CH:17]=[CH:18][C:11]=3[CH2:10][O:9][CH2:8]2)=[CH:4][CH:3]=1.[CH3:21][O:22][C:23]1[CH:28]=[CH:27][CH:26]=[CH:25][C:24]=1[S:29](Cl)(=[O:31])=[O:30]. Product: [Br:1][C:2]1[CH:20]=[CH:19][C:5]([CH2:6][CH:7]2[N:14]([S:29]([C:24]3[CH:25]=[CH:26][CH:27]=[CH:28][C:23]=3[O:22][CH3:21])(=[O:31])=[O:30])[CH2:13][C:12]3[CH:15]=[CH:16][CH:17]=[CH:18][C:11]=3[CH2:10][O:9][CH2:8]2)=[CH:4][CH:3]=1. The catalyst class is: 616. (3) Reactant: [NH2:1][C:2]1[C:11]2[C:6](=[CH:7][C:8]([Br:12])=[CH:9][CH:10]=2)[CH:5]=[CH:4][C:3]=1[NH:13][C:14]([C@@H:16]1[C@H:21]2[CH2:22][C@H:18]([CH2:19][CH2:20]2)[N:17]1[C:23]([O:25][C:26]([CH3:29])([CH3:28])[CH3:27])=[O:24])=O.CC(O)=O.[OH-].[Na+]. Product: [Br:12][C:8]1[CH:7]=[C:6]2[C:11](=[CH:10][CH:9]=1)[C:2]1[NH:1][C:14]([C@@H:16]3[C@H:21]4[CH2:22][C@H:18]([CH2:19][CH2:20]4)[N:17]3[C:23]([O:25][C:26]([CH3:29])([CH3:28])[CH3:27])=[O:24])=[N:13][C:3]=1[CH:4]=[CH:5]2. The catalyst class is: 13. (4) Reactant: C1(P(C2CCCCC2)C2C=CC=CC=2C2C=CC=CC=2N(C)C)CCCCC1.CC(C)([O-])C.[K+].Br[C:36]1[CH:41]=[C:40]([CH3:42])[C:39]([NH:43][C:44](=[O:50])[CH2:45][C:46]([CH3:49])([CH3:48])[CH3:47])=[C:38]([CH3:51])[CH:37]=1.[F:52][C:53]([F:65])([F:64])[C:54]1[CH:55]=[N:56][C:57]2[CH2:58][CH2:59][NH:60][CH2:61][C:62]=2[CH:63]=1. Product: [CH3:42][C:40]1[CH:41]=[C:36]([N:60]2[CH2:59][CH2:58][C:57]3[N:56]=[CH:55][C:54]([C:53]([F:52])([F:64])[F:65])=[CH:63][C:62]=3[CH2:61]2)[CH:37]=[C:38]([CH3:51])[C:39]=1[NH:43][C:44](=[O:50])[CH2:45][C:46]([CH3:49])([CH3:48])[CH3:47]. The catalyst class is: 11. (5) Reactant: [H-].[Na+].Cl[CH2:4][C@:5]([C:10]1[CH:15]=[CH:14][C:13]([F:16])=[CH:12][C:11]=1[F:17])([OH:9])[C@H:6](O)[CH3:7].C1(C)C=CC(S([N:27]2[CH:31]=[N:30][CH:29]=[N:28]2)(=O)=O)=CC=1.N1C=CN=N1. Product: [F:17][C:11]1[CH:12]=[C:13]([F:16])[CH:14]=[CH:15][C:10]=1[C@@:5]1([CH2:4][N:27]2[CH:31]=[N:30][CH:29]=[N:28]2)[C@H:6]([CH3:7])[O:9]1. The catalyst class is: 18. (6) Reactant: [S:1]1[C:5]2[CH:6]=[CH:7][CH:8]=[CH:9][C:4]=2[N:3]=[C:2]1[N:10]1[C:14](=[O:15])[CH:13]=[C:12]([C:16]2[CH:21]=[CH:20][CH:19]=[C:18]([CH3:22])[CH:17]=2)[NH:11]1.CO[CH:25](OC)[N:26]([CH3:28])[CH3:27]. Product: [S:1]1[C:5]2[CH:6]=[CH:7][CH:8]=[CH:9][C:4]=2[N:3]=[C:2]1[N:10]1[C:14](=[O:15])[C:13](=[CH:25][N:26]([CH3:28])[CH3:27])[C:12]([C:16]2[CH:21]=[CH:20][CH:19]=[C:18]([CH3:22])[CH:17]=2)=[N:11]1. The catalyst class is: 1.